From a dataset of Forward reaction prediction with 1.9M reactions from USPTO patents (1976-2016). Predict the product of the given reaction. Given the reactants [CH2:1]1[C:9]2[C:4](=[CH:5][C:6]([NH:10][CH:11]3[CH2:16][CH2:15][N:14]([CH2:17][C:18]4[CH:23]=[CH:22][N:21]=[C:20]([C:24]5[CH:29]=[C:28]([O:30][CH3:31])[C:27]([O:32][CH3:33])=[C:26]([O:34][CH3:35])[CH:25]=5)[CH:19]=4)[CH2:13][CH2:12]3)=[CH:7][CH:8]=2)[CH2:3][CH2:2]1.[CH3:36][O:37][C:38]1[CH:39]=[C:40]([C:48]2[CH:55]=[CH:54][CH:53]=[CH:52][C:49]=2[CH2:50][Cl:51])[CH:41]=[C:42]([O:46][CH3:47])[C:43]=1[O:44][CH3:45], predict the reaction product. The product is: [ClH:51].[ClH:51].[CH2:1]1[C:9]2[C:4](=[CH:5][C:6]([N:10]([CH:11]3[CH2:12][CH2:13][N:14]([CH2:17][C:18]4[CH:23]=[CH:22][N:21]=[C:20]([C:24]5[CH:29]=[C:28]([O:30][CH3:31])[C:27]([O:32][CH3:33])=[C:26]([O:34][CH3:35])[CH:25]=5)[CH:19]=4)[CH2:15][CH2:16]3)[CH2:50][C:49]3[CH:52]=[CH:53][CH:54]=[CH:55][C:48]=3[C:40]3[CH:41]=[C:42]([O:46][CH3:47])[C:43]([O:44][CH3:45])=[C:38]([O:37][CH3:36])[CH:39]=3)=[CH:7][CH:8]=2)[CH2:3][CH2:2]1.